From a dataset of Forward reaction prediction with 1.9M reactions from USPTO patents (1976-2016). Predict the product of the given reaction. (1) Given the reactants Cl[C:2]1[N:7]=[CH:6][N:5]=[C:4]([O:8][C:9]2[CH:14]=[CH:13][C:12]([NH:15][C:16]([NH:18][C:19]3[CH:24]=[C:23]([C:25]([F:28])([F:27])[F:26])[CH:22]=[C:21]([CH2:29][N:30]4[CH2:35][CH2:34][N:33]([CH:36]([CH3:38])[CH3:37])[CH2:32][CH2:31]4)[CH:20]=3)=[O:17])=[CH:11][CH:10]=2)[CH:3]=1.[CH3:39][NH2:40].CCOC(C)=O, predict the reaction product. The product is: [CH3:39][NH:40][C:2]1[N:7]=[CH:6][N:5]=[C:4]([O:8][C:9]2[CH:14]=[CH:13][C:12]([NH:15][C:16]([NH:18][C:19]3[CH:24]=[C:23]([C:25]([F:28])([F:27])[F:26])[CH:22]=[C:21]([CH2:29][N:30]4[CH2:35][CH2:34][N:33]([CH:36]([CH3:38])[CH3:37])[CH2:32][CH2:31]4)[CH:20]=3)=[O:17])=[CH:11][CH:10]=2)[CH:3]=1. (2) Given the reactants [CH3:1][O:2][C:3]1[CH:8]=[CH:7][CH:6]=[CH:5][C:4]=1[N:9]1[CH2:14][CH2:13][N:12]([CH2:15][CH2:16][C:17]([NH:19][NH2:20])=[O:18])[CH2:11][CH2:10]1.[CH:21]1([N:29]=[C:30]=[O:31])[CH2:28][CH2:27][CH2:26][CH2:25][CH2:24][CH2:23][CH2:22]1.CCCCCC, predict the reaction product. The product is: [CH:21]1([NH:29][C:30]([NH:20][NH:19][C:17](=[O:18])[CH2:16][CH2:15][N:12]2[CH2:11][CH2:10][N:9]([C:4]3[CH:5]=[CH:6][CH:7]=[CH:8][C:3]=3[O:2][CH3:1])[CH2:14][CH2:13]2)=[O:31])[CH2:28][CH2:27][CH2:26][CH2:25][CH2:24][CH2:23][CH2:22]1. (3) Given the reactants ClCCCl.[Br:5][C:6]1[CH:7]=[C:8]([CH:11]=[CH:12][CH:13]=1)[CH:9]=O.[O:14]([C:21]1[CH:22]=[C:23]([CH:25]=[CH:26][CH:27]=1)[NH2:24])[C:15]1[CH:20]=[CH:19][CH:18]=[CH:17][CH:16]=1.[BH-](OC(C)=O)(OC(C)=O)OC(C)=O.[Na+], predict the reaction product. The product is: [O:14]([C:21]1[CH:22]=[C:23]([NH:24][CH2:9][C:8]2[CH:11]=[CH:12][CH:13]=[C:6]([Br:5])[CH:7]=2)[CH:25]=[CH:26][CH:27]=1)[C:15]1[CH:16]=[CH:17][CH:18]=[CH:19][CH:20]=1. (4) Given the reactants N.[Cl:2][C:3]1[CH:4]=[C:5]([CH2:10][N:11]2[C:15]3[CH:16]([CH2:21][C:22]([OH:24])=[O:23])[CH2:17][CH2:18][CH2:19][CH2:20][C:14]=3[N:13]=[C:12]2[CH:25]([CH3:27])[CH3:26])[CH:6]=[CH:7][C:8]=1[Cl:9].[CH2:28](O)[C:29]1[CH:34]=[CH:33][CH:32]=[CH:31][CH:30]=1.Cl.CN(C)CCCN=C=NCC, predict the reaction product. The product is: [C:29]1([CH2:28][O:23][C:22](=[O:24])[CH2:21][CH:16]2[C:15]3[N:11]([CH2:10][C:5]4[CH:6]=[CH:7][C:8]([Cl:9])=[C:3]([Cl:2])[CH:4]=4)[C:12]([CH:25]([CH3:27])[CH3:26])=[N:13][C:14]=3[CH2:20][CH2:19][CH2:18][CH2:17]2)[CH:34]=[CH:33][CH:32]=[CH:31][CH:30]=1. (5) Given the reactants [N:1]1[N:5]2[CH:6]=[CH:7][CH:8]=[CH:9][C:4]2=[CH:3][C:2]=1[CH:10]=O.[CH3:12][O:13][C:14]1[N:19]=[C:18]([NH2:20])[CH:17]=[N:16][CH:15]=1, predict the reaction product. The product is: [CH3:12][O:13][C:14]1[N:19]=[C:18]([N:20]=[CH:10][C:2]2[CH:3]=[C:4]3[CH:9]=[CH:8][CH:7]=[CH:6][N:5]3[N:1]=2)[CH:17]=[N:16][CH:15]=1. (6) Given the reactants [Br:1][C:2]1[CH:7]=[CH:6][N:5]2[N:8]=[CH:9][C:10](/[CH:11]=[N:12]/O)=[C:4]2[CH:3]=1, predict the reaction product. The product is: [Br:1][C:2]1[CH:7]=[CH:6][N:5]2[N:8]=[CH:9][C:10]([C:11]#[N:12])=[C:4]2[CH:3]=1. (7) The product is: [CH3:1][O:2][C:3]1[CH:8]=[C:7]([C:9]([NH:11][C:17](=[O:18])/[CH:16]=[CH:15]\[C:14]([OH:19])=[O:13])=[O:10])[CH:6]=[CH:5][N:4]=1. Given the reactants [CH3:1][O:2][C:3]1[CH:8]=[C:7]([C:9]([NH:11]N)=[O:10])[CH:6]=[CH:5][N:4]=1.[O:13]1[C:17](=[O:18])[CH:16]=[CH:15][C:14]1=[O:19], predict the reaction product.